Dataset: Full USPTO retrosynthesis dataset with 1.9M reactions from patents (1976-2016). Task: Predict the reactants needed to synthesize the given product. (1) The reactants are: [CH3:1][O:2][C:3](=[O:33])[C:4]([NH:25][C:26]([O:28][C:29]([CH3:32])([CH3:31])[CH3:30])=[O:27])=[CH:5][C:6]1[CH:11]=[CH:10][C:9]([O:12][CH2:13][C:14]2[CH:19]=[CH:18][CH:17]=[CH:16][CH:15]=2)=[CH:8][C:7]=1[CH2:20][O:21][C:22](=[O:24])[CH3:23].[H][H]. Given the product [CH3:1][O:2][C:3](=[O:33])[CH:4]([NH:25][C:26]([O:28][C:29]([CH3:32])([CH3:31])[CH3:30])=[O:27])[CH2:5][C:6]1[CH:11]=[CH:10][C:9]([O:12][CH2:13][C:14]2[CH:19]=[CH:18][CH:17]=[CH:16][CH:15]=2)=[CH:8][C:7]=1[CH2:20][O:21][C:22](=[O:24])[CH3:23], predict the reactants needed to synthesize it. (2) Given the product [Br:1][C:2]1[CH:3]=[C:4]([C:11]2[O:13][C:20]3[C:15]([N:14]=2)=[N:16][CH:17]=[CH:18][CH:19]=3)[C:5]2[O:9][CH2:8][CH2:7][C:6]=2[CH:10]=1, predict the reactants needed to synthesize it. The reactants are: [Br:1][C:2]1[CH:3]=[C:4]([C:11]([OH:13])=O)[C:5]2[O:9][CH2:8][CH2:7][C:6]=2[CH:10]=1.[NH2:14][C:15]1[C:20](O)=[CH:19][CH:18]=[CH:17][N:16]=1.